This data is from Forward reaction prediction with 1.9M reactions from USPTO patents (1976-2016). The task is: Predict the product of the given reaction. (1) The product is: [Br:7][C:8]1[CH:9]=[CH:10][C:11]([O:14][CH:24]2[CH2:23][N:22]([CH2:21][C:20]3[CH:31]=[CH:32][C:17]([C:16]([F:33])([F:34])[F:15])=[CH:18][CH:19]=3)[CH2:25]2)=[CH:12][N:13]=1. Given the reactants CC(C)([O-])C.[K+].[Br:7][C:8]1[N:13]=[CH:12][C:11]([OH:14])=[CH:10][CH:9]=1.[F:15][C:16]([F:34])([F:33])[C:17]1[CH:32]=[CH:31][C:20]([CH2:21][N:22]2[CH2:25][CH:24](OS(C)(=O)=O)[CH2:23]2)=[CH:19][CH:18]=1.O, predict the reaction product. (2) Given the reactants [Cl:1][C:2]1[CH:3]=[C:4]([CH:8]=[CH:9][C:10]=1[N:11]1[C:15]2=[N:16][C:17]3[C:22]([Cl:23])=[CH:21][CH:20]=[C:19]([CH:24]([CH2:27][CH3:28])[CH2:25][CH3:26])[C:18]=3[N:14]2[CH2:13][CH2:12]1)[C:5]([OH:7])=O.[NH4+].O[N:31]1C2C=CC=CC=2N=N1.Cl.C(N=C=NCCCN(C)C)C, predict the reaction product. The product is: [Cl:1][C:2]1[CH:3]=[C:4]([CH:8]=[CH:9][C:10]=1[N:11]1[C:15]2=[N:16][C:17]3[C:22]([Cl:23])=[CH:21][CH:20]=[C:19]([CH:24]([CH2:25][CH3:26])[CH2:27][CH3:28])[C:18]=3[N:14]2[CH2:13][CH2:12]1)[C:5]([NH2:31])=[O:7]. (3) Given the reactants [NH2:1][C:2]1[CH:3]=[C:4]([CH2:9][C@H:10]([NH:24][S:25]([C:28]2[CH:33]=[CH:32][CH:31]=[CH:30][CH:29]=2)(=[O:27])=[O:26])[C:11]([NH:13][CH2:14][CH2:15][CH2:16][CH2:17][C:18]2[CH:23]=[CH:22][CH:21]=[CH:20][CH:19]=2)=[O:12])[CH:5]=[CH:6][C:7]=1[OH:8].C=O.[BH-](OC(C)=O)(OC(C)=O)O[C:38](C)=O.[Na+].C([O-])(O)=O.[Na+], predict the reaction product. The product is: [C:28]1([S:25]([NH:24][C@@H:10]([CH2:9][C:4]2[CH:5]=[CH:6][C:7]([OH:8])=[C:2]([NH:1][CH3:38])[CH:3]=2)[C:11]([NH:13][CH2:14][CH2:15][CH2:16][CH2:17][C:18]2[CH:23]=[CH:22][CH:21]=[CH:20][CH:19]=2)=[O:12])(=[O:27])=[O:26])[CH:29]=[CH:30][CH:31]=[CH:32][CH:33]=1. (4) Given the reactants Cl[C:2]1[CH:7]=[CH:6][C:5]([C:8]2[CH:13]=[CH:12][C:11]([Cl:14])=[CH:10][CH:9]=2)=[CH:4][N:3]=1.CS(C)=O.[CH:19]([N:22]1[CH2:27][CH2:26][NH:25][CH2:24][CH2:23]1)([CH3:21])[CH3:20], predict the reaction product. The product is: [Cl:14][C:11]1[CH:12]=[CH:13][C:8]([C:5]2[CH:6]=[CH:7][C:2]([N:25]3[CH2:26][CH2:27][N:22]([CH:19]([CH3:21])[CH3:20])[CH2:23][CH2:24]3)=[N:3][CH:4]=2)=[CH:9][CH:10]=1. (5) Given the reactants [I-].[CH3:2][S+](C)(C)=O.[H-].[Na+].[F:9][C:10]1[CH:11]=[C:12]2[C:16](=[CH:17][CH:18]=1)[NH:15][C:14](=[O:19])/[C:13]/2=[CH:20]/[C:21]1[CH:29]=[C:28]2[C:24]([C:25]([I:38])=[N:26][N:27]2[CH2:30][O:31][CH2:32][CH2:33][Si:34]([CH3:37])([CH3:36])[CH3:35])=[CH:23][CH:22]=1, predict the reaction product. The product is: [F:9][C:10]1[CH:11]=[C:12]2[C:16](=[CH:17][CH:18]=1)[NH:15][C:14](=[O:19])[C@:13]12[CH2:2][C@H:20]1[C:21]1[CH:29]=[C:28]2[C:24]([C:25]([I:38])=[N:26][N:27]2[CH2:30][O:31][CH2:32][CH2:33][Si:34]([CH3:37])([CH3:36])[CH3:35])=[CH:23][CH:22]=1. (6) The product is: [Cl:11][C:9]1[CH:8]=[CH:7][C:5]2[N:6]=[C:2]([N:19]3[CH2:26][CH:25]4[CH:21]([CH2:22][NH:23][CH2:24]4)[CH2:20]3)[S:3][C:4]=2[CH:10]=1. Given the reactants Cl[C:2]1[S:3][C:4]2[CH:10]=[C:9]([Cl:11])[CH:8]=[CH:7][C:5]=2[N:6]=1.C(OC([N:19]1[CH2:26][CH:25]2[CH:21]([CH2:22][NH:23][CH2:24]2)[CH2:20]1)=O)(C)(C)C, predict the reaction product.